Task: Predict the reactants needed to synthesize the given product.. Dataset: Full USPTO retrosynthesis dataset with 1.9M reactions from patents (1976-2016) (1) Given the product [Cl:1][C:2]1[CH:7]=[C:6]([O:8][CH3:9])[C:5]([O:10][CH2:11][C:12]2[C:17]([O:18][CH3:19])=[CH:16][CH:15]=[C:14]([F:20])[C:13]=2[F:21])=[CH:4][C:3]=1[N:22]1[C:30](=[O:31])[NH:29][C:28]2[C:23]1=[N:24][CH:25]=[N:26][C:27]=2[CH:32]=[O:33], predict the reactants needed to synthesize it. The reactants are: [Cl:1][C:2]1[CH:7]=[C:6]([O:8][CH3:9])[C:5]([O:10][CH2:11][C:12]2[C:17]([O:18][CH3:19])=[CH:16][CH:15]=[C:14]([F:20])[C:13]=2[F:21])=[CH:4][C:3]=1[N:22]1[C:30](=[O:31])[NH:29][C:28]2[C:23]1=[N:24][CH:25]=[N:26][C:27]=2[CH2:32][OH:33]. (2) Given the product [N:23]1([C@H:29]2[CH2:30][C@H:31]([S:33][C:34]3[CH:35]=[CH:36][C:37]([C:38]([N:52]4[CH2:57][CH2:56][O:55][CH2:54][CH2:53]4)=[O:40])=[CH:41][CH:42]=3)[CH2:32]2)[CH2:24][CH2:25][CH2:26][CH2:27][CH2:28]1, predict the reactants needed to synthesize it. The reactants are: F[B-](F)(F)F.N1(OC(N(C)C)=[N+](C)C)C2C=CC=CC=2N=N1.[N:23]1([C@H:29]2[CH2:32][C@H:31]([S:33][C:34]3[CH:42]=[CH:41][C:37]([C:38]([OH:40])=O)=[CH:36][CH:35]=3)[CH2:30]2)[CH2:28][CH2:27][CH2:26][CH2:25][CH2:24]1.C(N(C(C)C)CC)(C)C.[NH:52]1[CH2:57][CH2:56][O:55][CH2:54][CH2:53]1. (3) Given the product [CH2:2]([O:4][C:5](=[O:8])[CH2:6]/[N:7]=[CH:9]/[C:10]1[CH:15]=[CH:14][CH:13]=[CH:12][CH:11]=1)[CH3:3], predict the reactants needed to synthesize it. The reactants are: Cl.[CH2:2]([O:4][C:5](=[O:8])[CH2:6][NH2:7])[CH3:3].[CH:9](=O)[C:10]1[CH:15]=[CH:14][CH:13]=[CH:12][CH:11]=1.[OH-].[Na+]. (4) Given the product [CH3:2][O:3][C:4]1[CH:9]=[CH:8][C:7]([N:10]2[CH:16]=[CH:15][CH:14]=[N:11]2)=[CH:6][CH:5]=1, predict the reactants needed to synthesize it. The reactants are: Cl.[CH3:2][O:3][C:4]1[CH:9]=[CH:8][C:7]([NH:10][NH2:11])=[CH:6][CH:5]=1.CO[CH:14](OC)[CH2:15][CH:16](OC)OC. (5) Given the product [CH3:1][O:2][C:3]1[CH:4]=[C:5]2[C:10](=[CH:11][CH:12]=1)[N:9]=[C:8]([NH:13][CH:14]1[CH2:19][CH2:18][CH2:17][CH:16]([NH:20][CH2:28][C:23]3[CH:24]=[CH:25][CH:26]=[CH:27][N:22]=3)[CH2:15]1)[CH:7]=[C:6]2[CH3:21], predict the reactants needed to synthesize it. The reactants are: [CH3:1][O:2][C:3]1[CH:4]=[C:5]2[C:10](=[CH:11][CH:12]=1)[N:9]=[C:8]([NH:13][CH:14]1[CH2:19][CH2:18][CH2:17][CH:16]([NH2:20])[CH2:15]1)[CH:7]=[C:6]2[CH3:21].[N:22]1[CH:27]=[CH:26][CH:25]=[CH:24][C:23]=1[CH:28]=O.CC(O)=O. (6) Given the product [CH2:11]([O:18][C:19]1[CH:25]=[CH:24][CH:23]=[C:21]([NH:22][C:2]([O:4][C:5]2[CH:10]=[CH:9][CH:8]=[CH:7][CH:6]=2)=[O:3])[CH:20]=1)[C:12]1[CH:13]=[CH:14][CH:15]=[CH:16][CH:17]=1, predict the reactants needed to synthesize it. The reactants are: Cl[C:2]([O:4][C:5]1[CH:10]=[CH:9][CH:8]=[CH:7][CH:6]=1)=[O:3].[CH2:11]([O:18][C:19]1[CH:20]=[C:21]([CH:23]=[CH:24][CH:25]=1)[NH2:22])[C:12]1[CH:17]=[CH:16][CH:15]=[CH:14][CH:13]=1.N1C=CC=CC=1.C(OCC)(=O)C.